This data is from Full USPTO retrosynthesis dataset with 1.9M reactions from patents (1976-2016). The task is: Predict the reactants needed to synthesize the given product. (1) Given the product [CH2:26]([N:9]1[C:8]2[N:7]([CH:2]3[CH2:3][CH2:4][CH2:5][CH2:6][O:1]3)[CH:15]=[N:14][C:13]=2[C:12]2=[N:16][N:17]=[CH:18][N:11]2[C:10]1=[O:19])[CH:27]([CH3:29])[CH3:28], predict the reactants needed to synthesize it. The reactants are: [O:1]1[CH2:6][CH2:5][CH2:4][CH2:3][CH:2]1[N:7]1[CH:15]=[N:14][C:13]2[C:12]3=[N:16][N:17]=[CH:18][N:11]3[C:10](=[O:19])[NH:9][C:8]1=2.C(=O)([O-])[O-].[K+].[K+].[CH2:26](I)[CH:27]([CH3:29])[CH3:28]. (2) Given the product [C:6]([C:5]1[CH:8]=[CH:9][C:2]([NH:22][C@@H:23]2[CH2:28][CH2:27][C@H:26]([NH:29][C:30](=[O:36])[O:31][C:32]([CH3:34])([CH3:33])[CH3:35])[CH2:25][CH2:24]2)=[CH:3][C:4]=1[F:10])#[N:7], predict the reactants needed to synthesize it. The reactants are: Br[C:2]1[CH:9]=[CH:8][C:5]([C:6]#[N:7])=[C:4]([F:10])[CH:3]=1.BrC1C=CC(C#N)=C(OC)C=1.[NH2:22][C@@H:23]1[CH2:28][CH2:27][C@H:26]([NH:29][C:30](=[O:36])[O:31][C:32]([CH3:35])([CH3:34])[CH3:33])[CH2:25][CH2:24]1. (3) Given the product [Cl:1][C:2]1[CH:3]=[C:4]2[C:9](=[CH:10][C:11]=1[O:12][CH3:13])[N:8]=[C:7]([CH3:14])[C:6]([C:30]1[CH:29]=[CH:28][C:27]([O:26][C:25]3[CH:36]=[CH:37][C:22]([O:21][C:20]([F:19])([F:38])[F:39])=[CH:23][CH:24]=3)=[CH:32][CH:31]=1)=[C:5]2[O:16][CH2:17][CH3:18], predict the reactants needed to synthesize it. The reactants are: [Cl:1][C:2]1[CH:3]=[C:4]2[C:9](=[CH:10][C:11]=1[O:12][CH3:13])[N:8]=[C:7]([CH3:14])[C:6](I)=[C:5]2[O:16][CH2:17][CH3:18].[F:19][C:20]([F:39])([F:38])[O:21][C:22]1[CH:37]=[CH:36][C:25]([O:26][C:27]2[CH:32]=[CH:31][C:30](B(O)O)=[CH:29][CH:28]=2)=[CH:24][CH:23]=1.C(=O)([O-])[O-].[K+].[K+]. (4) Given the product [NH2:1][C:2]1[C:7]([S:8]([NH2:14])(=[O:10])=[O:9])=[CH:6][C:5]([CH3:12])=[CH:4][N:3]=1, predict the reactants needed to synthesize it. The reactants are: [NH2:1][C:2]1[C:7]([S:8](Cl)(=[O:10])=[O:9])=[CH:6][C:5]([CH3:12])=[CH:4][N:3]=1.[OH-].[NH4+:14]. (5) The reactants are: C([N:4]([S:34]([CH2:37][C:38]1[CH:43]=[CH:42][CH:41]=[CH:40][CH:39]=1)(=[O:36])=[O:35])[C:5]([CH:7]1[CH2:12][CH2:11][N:10]([C:13]2[C:23]([C:24]#[N:25])=[CH:22][C:16]([C:17]([O:19][CH2:20][CH3:21])=[O:18])=[C:15]([O:26]S(C(F)(F)F)(=O)=O)[N:14]=2)[CH2:9][CH2:8]1)=[O:6])C=C.C[C:45]1(C)[C:71]2[C:66](=[C:67](P(C3C=CC=CC=3)C3C=CC=CC=3)C=CC=2)[O:65]C2C(P(C3C=CC=CC=3)C3C=CC=CC=3)=CC=CC1=2.O1CCC1CO.CCN(C(C)C)C(C)C.C([O-])(O)=O.[Na+]. Given the product [CH2:37]([S:34]([NH:4][C:5]([CH:7]1[CH2:8][CH2:9][N:10]([C:13]2[C:23]([C:24]#[N:25])=[CH:22][C:16]([C:17]([O:19][CH2:20][CH3:21])=[O:18])=[C:15]([O:26][CH2:67][CH:66]3[CH2:71][CH2:45][O:65]3)[N:14]=2)[CH2:11][CH2:12]1)=[O:6])(=[O:36])=[O:35])[C:38]1[CH:39]=[CH:40][CH:41]=[CH:42][CH:43]=1, predict the reactants needed to synthesize it. (6) The reactants are: [Br:1][C:2]1[C:3]([O:20][C:21]2[C:26]([F:27])=[CH:25][CH:24]=[CH:23][C:22]=2[F:28])=[CH:4][C:5]([NH:8][C:9]([NH:11]C(=O)C2C=CC=CC=2)=[S:10])=[N:6][CH:7]=1.[OH-].[Na+]. Given the product [Br:1][C:2]1[C:3]([O:20][C:21]2[C:22]([F:28])=[CH:23][CH:24]=[CH:25][C:26]=2[F:27])=[CH:4][C:5]([NH:8][C:9]([NH2:11])=[S:10])=[N:6][CH:7]=1, predict the reactants needed to synthesize it. (7) Given the product [O:21]=[S:5]1(=[O:20])[CH:4]([CH2:1][CH2:2][CH2:3][OH:31])[O:9][C:8]2[CH:10]=[CH:11][CH:12]=[CH:13][C:7]=2[N:6]1[C:14]1[CH:19]=[CH:18][CH:17]=[CH:16][CH:15]=1, predict the reactants needed to synthesize it. The reactants are: [CH2:1]([CH:4]1[O:9][C:8]2[CH:10]=[CH:11][CH:12]=[CH:13][C:7]=2[N:6]([C:14]2[CH:19]=[CH:18][CH:17]=[CH:16][CH:15]=2)[S:5]1(=[O:21])=[O:20])[CH:2]=[CH2:3].C12BC(CCC1)CCC2.[O:31]1CCCC1.